From a dataset of Reaction yield outcomes from USPTO patents with 853,638 reactions. Predict the reaction yield, written as a fraction of the theoretical maximum amount of product (1.0 means a 100% yield; for example, 0.34 means a 34% yield). (1) The reactants are [H-].[Na+].[CH:3]1([S:6]([NH2:9])(=[O:8])=[O:7])[CH2:5][CH2:4]1.[CH3:10][C:11]1([CH3:36])[CH2:20][C:19]2[C:14](=[CH:15][CH:16]=[C:17]([C:21](O)=[O:22])[CH:18]=2)[NH:13][CH:12]1[C:24]1[CH:25]=[N:26][CH:27]=[C:28]([N:30]2[CH2:35][CH2:34][O:33][CH2:32][CH2:31]2)[CH:29]=1.C(N1C=CN=C1)(N1C=CN=C1)=O. The catalyst is CN(C)C=O. The product is [CH3:10][C:11]1([CH3:36])[CH2:20][C:19]2[C:14](=[CH:15][CH:16]=[C:17]([C:21]([NH:9][S:6]([CH:3]3[CH2:5][CH2:4]3)(=[O:8])=[O:7])=[O:22])[CH:18]=2)[NH:13][CH:12]1[C:24]1[CH:25]=[N:26][CH:27]=[C:28]([N:30]2[CH2:31][CH2:32][O:33][CH2:34][CH2:35]2)[CH:29]=1. The yield is 0.400. (2) The reactants are C(OC([N:11]1[CH2:15][CH:14]2[CH2:16][CH:17]([CH2:19][O:20][C:21]3[CH:30]=[C:29]4[C:24]([C:25]([O:31][C:32]5[CH:37]=[CH:36][C:35]([NH:38][C:39]([NH:41][C:42](=[O:50])[CH2:43][C:44]6[CH:49]=[CH:48][CH:47]=[CH:46][CH:45]=6)=[S:40])=[CH:34][C:33]=5[F:51])=[N:26][CH:27]=[N:28]4)=[CH:23][C:22]=3[O:52][CH3:53])[CH2:18][CH:13]2[CH2:12]1)=O)C1C=CC=CC=1.[BrH:54]. The catalyst is CC(O)=O.CCOCC. The product is [BrH:54].[BrH:54].[F:51][C:33]1[CH:34]=[C:35]([NH:38][C:39]([NH:41][C:42](=[O:50])[CH2:43][C:44]2[CH:45]=[CH:46][CH:47]=[CH:48][CH:49]=2)=[S:40])[CH:36]=[CH:37][C:32]=1[O:31][C:25]1[C:24]2[C:29](=[CH:30][C:21]([O:20][CH2:19][CH:17]3[CH2:18][CH:13]4[CH2:12][NH:11][CH2:15][CH:14]4[CH2:16]3)=[C:22]([O:52][CH3:53])[CH:23]=2)[N:28]=[CH:27][N:26]=1. The yield is 1.00. (3) The reactants are Br[C:2]1[N:7]=[C:6]([Cl:8])[C:5]2[N:9]=[C:10]([C:14]3[C:15]([NH2:19])=[N:16][O:17][N:18]=3)[N:11]([CH2:12][CH3:13])[C:4]=2[CH:3]=1.Cl.[NH2:21][CH2:22][C:23]1[CH:24]=[C:25](B(O)O)[CH:26]=[CH:27][CH:28]=1.C([O-])([O-])=O.[K+].[K+]. The catalyst is O1CCOCC1.O.C1C=CC([P]([Pd]([P](C2C=CC=CC=2)(C2C=CC=CC=2)C2C=CC=CC=2)([P](C2C=CC=CC=2)(C2C=CC=CC=2)C2C=CC=CC=2)[P](C2C=CC=CC=2)(C2C=CC=CC=2)C2C=CC=CC=2)(C2C=CC=CC=2)C2C=CC=CC=2)=CC=1. The product is [NH2:21][CH2:22][C:23]1[CH:28]=[C:27]([C:2]2[N:7]=[C:6]([Cl:8])[C:5]3[N:9]=[C:10]([C:14]4[C:15]([NH2:19])=[N:16][O:17][N:18]=4)[N:11]([CH2:12][CH3:13])[C:4]=3[CH:3]=2)[CH:26]=[CH:25][CH:24]=1. The yield is 0.420. (4) The reactants are C[O:2][C:3](=[O:21])[CH:4]([C:11]1[CH:16]=[CH:15][C:14]([S:17]([CH3:20])(=[O:19])=[O:18])=[CH:13][CH:12]=1)[CH2:5][CH:6]1[CH2:10][CH2:9][CH2:8][CH2:7]1.[OH-].[Na+]. The product is [CH:6]1([CH2:5][CH:4]([C:11]2[CH:16]=[CH:15][C:14]([S:17]([CH3:20])(=[O:19])=[O:18])=[CH:13][CH:12]=2)[C:3]([OH:21])=[O:2])[CH2:10][CH2:9][CH2:8][CH2:7]1. The yield is 0.900. The catalyst is CO. (5) The reactants are [OH:1][C:2]1[CH:3]=[C:4]([C:12]([O:14][CH3:15])=[O:13])[CH:5]=[C:6]([CH:11]=1)[C:7]([O:9][CH3:10])=[O:8].C([O-])([O-])=O.[K+].[K+].Cl[CH2:23][O:24][CH2:25][CH3:26]. The catalyst is CC(C)=O. The product is [CH2:25]([O:24][CH2:23][O:1][C:2]1[CH:11]=[C:6]([C:7]([O:9][CH3:10])=[O:8])[CH:5]=[C:4]([CH:3]=1)[C:12]([O:14][CH3:15])=[O:13])[CH3:26]. The yield is 0.840. (6) The reactants are [NH:1]1[CH2:5][CH2:4][CH:3]([OH:6])[CH2:2]1.Cl[C:8]1[C:17]2[C:12](=[CH:13][CH:14]=[CH:15][CH:16]=2)[N:11]=[CH:10][CH:9]=1. The catalyst is C(O)(C)C. The product is [N:11]1[C:12]2[C:17](=[CH:16][CH:15]=[CH:14][CH:13]=2)[C:8]([N:1]2[CH2:5][CH2:4][CH:3]([OH:6])[CH2:2]2)=[CH:9][CH:10]=1. The yield is 1.00. (7) The reactants are [C:1]([O:5][C:6]([C:8]1([C:13]([O:15]C(C)(C)C)=[O:14])[CH2:10][CH:9]1[CH2:11][CH3:12])=[O:7])([CH3:4])([CH3:3])[CH3:2].CC(C)([O-])C.[K+]. The catalyst is CCOCC.O. The product is [C:1]([O:5][C:6]([C:8]1([C:13]([OH:15])=[O:14])[CH2:10][CH:9]1[CH2:11][CH3:12])=[O:7])([CH3:2])([CH3:3])[CH3:4]. The yield is 0.690. (8) The reactants are [CH3:1][S:2][C:3]1[N:8]=[C:7]([C:9]2[S:13][CH:12]=[N:11][C:10]=2[C:14]2[CH:15]=[C:16]([NH2:20])[CH:17]=[CH:18][CH:19]=2)[CH:6]=[CH:5][N:4]=1.[F:21][C:22]1[CH:30]=[CH:29][CH:28]=[C:27]([F:31])[C:23]=1[C:24](Cl)=[O:25]. The catalyst is C(Cl)Cl. The product is [F:21][C:22]1[CH:30]=[CH:29][CH:28]=[C:27]([F:31])[C:23]=1[C:24]([NH:20][C:16]1[CH:17]=[CH:18][CH:19]=[C:14]([C:10]2[N:11]=[CH:12][S:13][C:9]=2[C:7]2[CH:6]=[CH:5][N:4]=[C:3]([S:2][CH3:1])[N:8]=2)[CH:15]=1)=[O:25]. The yield is 0.470. (9) The reactants are [Cl:1][C:2]1[CH:17]=[CH:16][C:5]2[S:6][C:7]3[CH:15]=[CH:14][CH:13]=[CH:12][C:8]=3[C:9](=O)[NH:10][C:4]=2[CH:3]=1.O=P(Cl)(Cl)[Cl:20]. No catalyst specified. The product is [Cl:1][C:2]1[CH:17]=[CH:16][C:5]2[S:6][C:7]3[CH:15]=[CH:14][CH:13]=[CH:12][C:8]=3[C:9]([Cl:20])=[N:10][C:4]=2[CH:3]=1. The yield is 0.740. (10) The reactants are [Br:1][C:2]1[NH:3][C:4]([Br:8])=[C:5]([Br:7])[N:6]=1.C([O-])([O-])=O.[K+].[K+].[CH3:15][Si:16]([CH2:19][CH2:20][O:21][CH2:22]Cl)([CH3:18])[CH3:17].C(Cl)Cl. The catalyst is CN(C=O)C. The product is [Br:1][C:2]1[N:3]([CH2:22][O:21][CH2:20][CH2:19][Si:16]([CH3:18])([CH3:17])[CH3:15])[C:4]([Br:8])=[C:5]([Br:7])[N:6]=1. The yield is 0.830.